This data is from Catalyst prediction with 721,799 reactions and 888 catalyst types from USPTO. The task is: Predict which catalyst facilitates the given reaction. (1) Reactant: [N:1]1[CH:6]=[CH:5][CH:4]=[CH:3][C:2]=1[C:7]([NH2:9])=O.COC1C=CC(P2(SP(C3C=CC(OC)=CC=3)(=S)S2)=[S:19])=CC=1.Br[CH2:33][C:34](=O)[C:35]([O:37][CH2:38][CH3:39])=[O:36]. Product: [N:1]1[CH:6]=[CH:5][CH:4]=[CH:3][C:2]=1[C:7]1[S:19][CH:33]=[C:34]([C:35]([O:37][CH2:38][CH3:39])=[O:36])[N:9]=1. The catalyst class is: 11. (2) Reactant: [O:1]=[C:2]1[N:6]([C:7]2[CH:12]=[CH:11][CH:10]=[CH:9][CH:8]=2)[C@H:5]([C:13]([O:15]C)=[O:14])[CH2:4][CH2:3]1.[OH-].[Na+].Cl. Product: [O:1]=[C:2]1[N:6]([C:7]2[CH:12]=[CH:11][CH:10]=[CH:9][CH:8]=2)[C@H:5]([C:13]([OH:15])=[O:14])[CH2:4][CH2:3]1. The catalyst class is: 5.